Dataset: Forward reaction prediction with 1.9M reactions from USPTO patents (1976-2016). Task: Predict the product of the given reaction. (1) Given the reactants [CH2:1]([O:8][C:9]1[CH:17]=[CH:16][C:12]([C:13]([OH:15])=O)=[CH:11][CH:10]=1)[C:2]1[CH:7]=[CH:6][CH:5]=[CH:4][CH:3]=1.C1C=CC2N(O)N=NC=2C=1.CCN=C=NCCCN(C)C.CCN(C(C)C)C(C)C.[CH3:48][C:49]12[CH2:56][CH:53]([NH:54][CH2:55]1)[CH2:52][C:51]([CH3:58])([CH3:57])[CH2:50]2, predict the reaction product. The product is: [CH2:1]([O:8][C:9]1[CH:10]=[CH:11][C:12]([C:13]([N:54]2[CH2:55][C:49]3([CH3:48])[CH2:56][CH:53]2[CH2:52][C:51]([CH3:58])([CH3:57])[CH2:50]3)=[O:15])=[CH:16][CH:17]=1)[C:2]1[CH:3]=[CH:4][CH:5]=[CH:6][CH:7]=1. (2) Given the reactants [NH2:1][C:2]1[N:11]=[C:10]([N:12]2[CH2:20][C@@H:19]3[C@@H:14]([N:15](C(OC(C)(C)C)=O)[CH2:16][CH2:17][CH2:18]3)[CH2:13]2)[C:9]2[CH2:8][CH2:7][CH:6]([C:28]3[CH:33]=[CH:32][C:31]([F:34])=[CH:30][CH:29]=3)[CH2:5][C:4]=2[N:3]=1.[F:35][C:36]([F:41])([F:40])[C:37]([OH:39])=[O:38], predict the reaction product. The product is: [F:35][C:36]([F:41])([F:40])[C:37]([OH:39])=[O:38].[F:34][C:31]1[CH:32]=[CH:33][C:28]([CH:6]2[CH2:5][C:4]3[N:3]=[C:2]([NH2:1])[N:11]=[C:10]([N:12]4[CH2:20][C@@H:19]5[C@@H:14]([NH:15][CH2:16][CH2:17][CH2:18]5)[CH2:13]4)[C:9]=3[CH2:8][CH2:7]2)=[CH:29][CH:30]=1. (3) Given the reactants [C:1]([O:5][C:6]([N:8]([CH2:19][C:20]1[CH:25]=[CH:24][C:23]([OH:26])=[C:22]([Br:27])[CH:21]=1)[C:9]([NH2:18])=[N:10][C:11]([O:13][C:14]([CH3:17])([CH3:16])[CH3:15])=[O:12])=[O:7])([CH3:4])([CH3:3])[CH3:2].C([O-])([O-])=O.[K+].[K+].Br[CH2:35][CH2:36][CH2:37][OH:38], predict the reaction product. The product is: [C:1]([O:5][C:6]([N:8]([CH2:19][C:20]1[CH:25]=[CH:24][C:23]([O:26][CH2:35][CH2:36][CH2:37][OH:38])=[C:22]([Br:27])[CH:21]=1)[C:9]([NH2:18])=[N:10][C:11]([O:13][C:14]([CH3:17])([CH3:16])[CH3:15])=[O:12])=[O:7])([CH3:2])([CH3:3])[CH3:4]. (4) Given the reactants [CH2:1]([O:3][C:4]1[CH:37]=[C:36]([F:38])[C:7]([CH2:8][N:9]2[C:17]3[C:12](=[CH:13][CH:14]=[CH:15][CH:16]=3)[C:11]([C:18]3[N:23]=[C:22]([NH:24][C:25]4[CH:33]=[CH:32][CH:31]=[CH:30][C:26]=4[C:27](O)=[O:28])[C:21]([O:34][CH3:35])=[CH:20][N:19]=3)=[N:10]2)=[C:6]([F:39])[CH:5]=1)[CH3:2].N.C([N:44](CC)C(C)C)(C)C.F[P-](F)(F)(F)(F)F.N1(O[P+](N2CCCC2)(N2CCCC2)N2CCCC2)C2C=CC=CC=2N=N1, predict the reaction product. The product is: [CH2:1]([O:3][C:4]1[CH:37]=[C:36]([F:38])[C:7]([CH2:8][N:9]2[C:17]3[C:12](=[CH:13][CH:14]=[CH:15][CH:16]=3)[C:11]([C:18]3[N:23]=[C:22]([NH:24][C:25]4[CH:33]=[CH:32][CH:31]=[CH:30][C:26]=4[C:27]([NH2:44])=[O:28])[C:21]([O:34][CH3:35])=[CH:20][N:19]=3)=[N:10]2)=[C:6]([F:39])[CH:5]=1)[CH3:2]. (5) Given the reactants Br[CH2:2][C:3]1[CH:4]=[C:5]([C:9]2[CH:10]=[C:11]([CH2:21][CH2:22][NH:23][C:24](=[O:26])[CH3:25])[C:12]3[C:17]([CH:18]=2)=[CH:16][CH:15]=[C:14]([O:19][CH3:20])[CH:13]=3)[CH:6]=[CH:7][CH:8]=1.[I-:27].[Na+], predict the reaction product. The product is: [I:27][CH2:2][C:3]1[CH:4]=[C:5]([C:9]2[CH:10]=[C:11]([CH2:21][CH2:22][NH:23][C:24](=[O:26])[CH3:25])[C:12]3[C:17]([CH:18]=2)=[CH:16][CH:15]=[C:14]([O:19][CH3:20])[CH:13]=3)[CH:6]=[CH:7][CH:8]=1.